This data is from Full USPTO retrosynthesis dataset with 1.9M reactions from patents (1976-2016). The task is: Predict the reactants needed to synthesize the given product. (1) Given the product [N+:1]([C:4]1[CH:8]=[CH:7][S:6][C:5]=1[C:9]([NH2:13])=[O:11])([O-:3])=[O:2], predict the reactants needed to synthesize it. The reactants are: [N+:1]([C:4]1[CH:8]=[CH:7][S:6][C:5]=1[C:9]([O:11]C)=O)([O-:3])=[O:2].[NH3:13]. (2) Given the product [Cl:1][C:2]1[CH:3]=[C:4]([NH:8][C:9]2[N:10]=[C:11]([NH2:12])[NH:19][N:18]=2)[CH:5]=[CH:6][CH:7]=1, predict the reactants needed to synthesize it. The reactants are: [Cl:1][C:2]1[CH:3]=[C:4]([NH:8]/[C:9](/SC)=[N:10]/[C:11]#[N:12])[CH:5]=[CH:6][CH:7]=1.C(O)C.[NH2:18][NH2:19].CO.